This data is from Rat liver microsome stability data. The task is: Regression/Classification. Given a drug SMILES string, predict its absorption, distribution, metabolism, or excretion properties. Task type varies by dataset: regression for continuous measurements (e.g., permeability, clearance, half-life) or binary classification for categorical outcomes (e.g., BBB penetration, CYP inhibition). Dataset: rlm. (1) The molecule is O=C(NCc1ccc(Cl)cc1Cl)N1CCC(Oc2ccc(Cl)cc2)CC1. The result is 1 (stable in rat liver microsomes). (2) The compound is COc1cc(C2c3c(oc4cc(C)c(C)cc4c3=O)C(=O)N2CCCN2CCOCC2)ccc1O. The result is 1 (stable in rat liver microsomes). (3) The molecule is COc1cc(N2CCN(C3CCN(c4ccc(F)c5c(C)cc(C)nc45)CC3)CC2)c2ncccc2c1. The result is 1 (stable in rat liver microsomes).